Dataset: Reaction yield outcomes from USPTO patents with 853,638 reactions. Task: Predict the reaction yield, written as a fraction of the theoretical maximum amount of product (1.0 means a 100% yield; for example, 0.34 means a 34% yield). The reactants are [C:1]([CH2:3][C@@H:4]([NH:9][C:10]([C:12]1[CH:31]=[CH:30][C:15]2[N:16]([CH:25]([CH2:28][CH3:29])[CH2:26][CH3:27])[C:17]([CH2:19][C:20]3[S:21][CH:22]=[CH:23][CH:24]=3)=[N:18][C:14]=2[CH:13]=1)=[O:11])[CH2:5][CH:6]([CH3:8])[CH3:7])#[N:2].[N:32]([Sn](C)(C)C)=[N+:33]=[N-:34]. The catalyst is C1(C)C=CC=CC=1.C(=O)(O)[O-].[Na+]. The product is [CH3:7][CH:6]([CH3:8])[CH2:5][C@H:4]([NH:9][C:10]([C:12]1[CH:31]=[CH:30][C:15]2[N:16]([CH:25]([CH2:28][CH3:29])[CH2:26][CH3:27])[C:17]([CH2:19][C:20]3[S:21][CH:22]=[CH:23][CH:24]=3)=[N:18][C:14]=2[CH:13]=1)=[O:11])[CH2:3][C:1]1[NH:34][N:33]=[N:32][N:2]=1. The yield is 0.420.